From a dataset of Full USPTO retrosynthesis dataset with 1.9M reactions from patents (1976-2016). Predict the reactants needed to synthesize the given product. (1) Given the product [Br:1][C:2]1[CH:3]=[CH:4][C:5]([OH:11])=[C:6]([CH:10]=1)[C:7]([NH:15][C:14]1[CH:16]=[C:17]([C:20]([F:21])([F:22])[F:23])[CH:18]=[CH:19][C:13]=1[Cl:12])=[O:9], predict the reactants needed to synthesize it. The reactants are: [Br:1][C:2]1[CH:10]=[C:6]([C:7]([OH:9])=O)[C:5]([OH:11])=[CH:4][CH:3]=1.[Cl:12][C:13]1[CH:19]=[CH:18][C:17]([C:20]([F:23])([F:22])[F:21])=[CH:16][C:14]=1[NH2:15]. (2) Given the product [Cl:42][C:37]1[CH:38]=[CH:39][CH:40]=[CH:41][C:36]=1[CH:34]([O:33][C:31]([NH:30][C:25]1[C:26]([CH3:29])=[N:27][O:28][C:24]=1[C:21]1[CH:20]=[CH:19][C:18]([C:17]#[C:16][CH2:15][N:9]2[C:10]([C:11]([F:14])([F:13])[F:12])=[C:6]([C:4]([OH:5])=[O:3])[CH:7]=[N:8]2)=[CH:23][CH:22]=1)=[O:32])[CH3:35], predict the reactants needed to synthesize it. The reactants are: C([O:3][C:4]([C:6]1[CH:7]=[N:8][N:9]([CH2:15][C:16]#[C:17][C:18]2[CH:23]=[CH:22][C:21]([C:24]3[O:28][N:27]=[C:26]([CH3:29])[C:25]=3[NH:30][C:31]([O:33][CH:34]([C:36]3[CH:41]=[CH:40][CH:39]=[CH:38][C:37]=3[Cl:42])[CH3:35])=[O:32])=[CH:20][CH:19]=2)[C:10]=1[C:11]([F:14])([F:13])[F:12])=[O:5])C.CO.[OH-].[Li+].Cl. (3) Given the product [C:11]([C:8]1[CH:9]=[CH:10][C:2]([CH2:25][CH2:26][C:27]([O:29][CH2:30][CH3:31])=[O:28])=[C:3]2[C:7]=1[N:6]([S:13]([C:16]1[CH:17]=[CH:18][C:19]([CH3:22])=[CH:20][CH:21]=1)(=[O:14])=[O:15])[CH:5]=[CH:4]2)#[N:12], predict the reactants needed to synthesize it. The reactants are: Br[C:2]1[CH:10]=[CH:9][C:8]([C:11]#[N:12])=[C:7]2[C:3]=1[CH:4]=[CH:5][N:6]2[S:13]([C:16]1[CH:21]=[CH:20][C:19]([CH3:22])=[CH:18][CH:17]=1)(=[O:15])=[O:14].Br[Zn][CH2:25][CH2:26][C:27]([O:29][CH2:30][CH3:31])=[O:28].[OH-].[Na+]. (4) Given the product [C:1]12([C:11]3[CH:12]=[CH:13][C:14]([O:15][C:16]4[CH:17]=[CH:18][C:19]5[N:23]=[C:22]([CH2:24][O:25][C:26]6[CH:31]=[CH:30][C:29]([CH2:32][CH:33]([O:38][CH2:39][C:40]7[CH:41]=[CH:42][C:43]([F:46])=[CH:44][CH:45]=7)[C:34]([OH:36])=[O:35])=[CH:28][CH:27]=6)[N:21]([CH3:47])[C:20]=5[CH:48]=4)=[CH:49][CH:50]=3)[CH2:10][CH:5]3[CH2:4][CH:3]([CH2:9][CH:7]([CH2:6]3)[CH2:8]1)[CH2:2]2, predict the reactants needed to synthesize it. The reactants are: [C:1]12([C:11]3[CH:50]=[CH:49][C:14]([O:15][C:16]4[CH:17]=[CH:18][C:19]5[N:23]=[C:22]([CH2:24][O:25][C:26]6[CH:31]=[CH:30][C:29]([CH2:32][CH:33]([O:38][CH2:39][C:40]7[CH:45]=[CH:44][C:43]([F:46])=[CH:42][CH:41]=7)[C:34]([O:36]C)=[O:35])=[CH:28][CH:27]=6)[N:21]([CH3:47])[C:20]=5[CH:48]=4)=[CH:13][CH:12]=3)[CH2:10][CH:5]3[CH2:6][CH:7]([CH2:9][CH:3]([CH2:4]3)[CH2:2]1)[CH2:8]2.[OH-].[Na+].Cl.C(=O)([O-])O.[Na+]. (5) Given the product [O:15]1[C:7]2=[N:8][C:9]3[C:14]([C:5]([C:3]([OH:4])=[O:2])=[C:6]2[CH:17]=[CH:16]1)=[CH:13][CH:12]=[CH:11][CH:10]=3, predict the reactants needed to synthesize it. The reactants are: C[O:2][C:3]([C:5]1[C:14]2[C:9](=[CH:10][CH:11]=[CH:12][CH:13]=2)[N:8]=[C:7]2[O:15][CH:16]=[CH:17][C:6]=12)=[O:4].[OH-].[Na+].Cl. (6) Given the product [CH:14]1([N:8]2[C:6]3[N:7]=[C:2]([NH:38][C:35]4[CH:36]=[CH:37][C:32]([N:29]5[CH2:28][CH2:27][NH:26][CH2:31][CH2:30]5)=[CH:33][N:34]=4)[N:3]=[CH:4][C:5]=3[C:10]([CH:11]([CH3:13])[CH3:12])=[CH:9]2)[CH2:18][CH2:17][CH2:16][CH2:15]1, predict the reactants needed to synthesize it. The reactants are: Cl[C:2]1[N:3]=[CH:4][C:5]2[C:10]([CH:11]([CH3:13])[CH3:12])=[CH:9][N:8]([CH:14]3[CH2:18][CH2:17][CH2:16][CH2:15]3)[C:6]=2[N:7]=1.C(OC([N:26]1[CH2:31][CH2:30][N:29]([C:32]2[CH:33]=[N:34][C:35]([NH2:38])=[CH:36][CH:37]=2)[CH2:28][CH2:27]1)=O)(C)(C)C. (7) Given the product [Cl:10][C:6]1[CH:7]=[CH:8][N:9]=[C:2]([N:15]2[C:16](=[O:24])[C:17]3[S:18][C:19]4[CH2:20][CH2:21][CH2:22][CH2:23][C:11]=4[C:12]=3[CH:13]=[N:14]2)[C:3]=1[CH:4]=[O:5], predict the reactants needed to synthesize it. The reactants are: Br[C:2]1[N:9]=[CH:8][CH:7]=[C:6]([Cl:10])[C:3]=1[CH:4]=[O:5].[C:11]12[CH2:23][CH2:22][CH2:21][CH2:20][C:19]=1[S:18][C:17]1[C:16](=[O:24])[NH:15][N:14]=[CH:13][C:12]2=1.C([O-])([O-])=O.[K+].[K+].COC1C2C(=C3C(=CC=2)C(OC)=CC=N3)N=CC=1. (8) Given the product [Cl:1][C:2]1[CH:11]=[N:10][C:9]2[C:4](=[CH:5][CH:6]=[C:7]([O:12][CH2:14][CH2:15][CH:16]3[CH2:21][CH2:20][N:19]([C:22]4[N:23]=[N:24][C:25]([CH3:28])=[CH:26][CH:27]=4)[CH2:18][CH2:17]3)[CH:8]=2)[N:3]=1, predict the reactants needed to synthesize it. The reactants are: [Cl:1][C:2]1[CH:11]=[N:10][C:9]2[C:4](=[CH:5][CH:6]=[C:7]([OH:12])[CH:8]=2)[N:3]=1.Cl[CH2:14][CH2:15][CH:16]1[CH2:21][CH2:20][N:19]([C:22]2[N:23]=[N:24][C:25]([CH3:28])=[CH:26][CH:27]=2)[CH2:18][CH2:17]1.[I-].[K+].C(=O)([O-])[O-].[K+].[K+]. (9) Given the product [C:4]1([C:1]2[N:10]=[C:11]3[C:23]4=[C:22]([C:21]5[C:16]([C:15]4=[CH:14][CH:13]=[CH:12]3)=[CH:17][CH:18]=[CH:19][CH:20]=5)[CH:2]=2)[CH:9]=[CH:8][CH:7]=[CH:6][CH:5]=1, predict the reactants needed to synthesize it. The reactants are: [C:1]([C:4]1[CH:9]=[CH:8][CH:7]=[CH:6][CH:5]=1)(=O)[CH3:2].[NH2:10][C:11]1[C:23]2[C:22](=O)[C:21]3[C:16](=[CH:17][CH:18]=[CH:19][CH:20]=3)[C:15]=2[CH:14]=[CH:13][CH:12]=1.P([O-])(OC1C=CC=CC=1)(OC1C=CC=CC=1)=O.